From a dataset of Full USPTO retrosynthesis dataset with 1.9M reactions from patents (1976-2016). Predict the reactants needed to synthesize the given product. (1) Given the product [CH3:17][O:16][N:15]([CH3:14])[C:10]([C:6]1[CH:5]=[C:4]2[C:9](=[CH:8][CH:7]=1)[NH:1][N:2]=[CH:3]2)=[O:12], predict the reactants needed to synthesize it. The reactants are: [NH:1]1[C:9]2[C:4](=[CH:5][C:6]([C:10]([OH:12])=O)=[CH:7][CH:8]=2)[CH:3]=[N:2]1.Cl.[CH3:14][NH:15][O:16][CH3:17].C1C=CC2N(O)N=NC=2C=1.CCN=C=NCCCN(C)C.CCN(CC)CC. (2) Given the product [CH3:37][O:36][C:29]1[CH:28]=[C:27]([CH:32]=[C:31]([O:33][CH3:34])[C:30]=1[CH3:35])[C:26]([NH:25][CH2:24][C:13]1[CH:14]=[CH:15][C:16]([C:18]2[N:22]=[C:21]([CH3:23])[O:20][N:19]=2)=[CH:17][C:12]=1[NH:11][CH2:10][C:9]([OH:39])=[O:8])=[O:38], predict the reactants needed to synthesize it. The reactants are: C([O:8][C:9](=[O:39])[CH2:10][NH:11][C:12]1[CH:17]=[C:16]([C:18]2[N:22]=[C:21]([CH3:23])[O:20][N:19]=2)[CH:15]=[CH:14][C:13]=1[CH2:24][NH:25][C:26](=[O:38])[C:27]1[CH:32]=[C:31]([O:33][CH3:34])[C:30]([CH3:35])=[C:29]([O:36][CH3:37])[CH:28]=1)C1C=CC=CC=1.[Li+].[OH-].Cl. (3) Given the product [CH3:16][C:15]1[C:14]([C:18]2[CH:23]=[CH:22][CH:21]=[CH:20][CH:19]=2)=[N:1][C:11]2[C:6]([C:4]=1[C:2]([OH:12])=[O:3])=[CH:7][CH:8]=[CH:9][CH:10]=2, predict the reactants needed to synthesize it. The reactants are: [NH:1]1[C:11]2[C:6](=[CH:7][CH:8]=[CH:9][CH:10]=2)[C:4](=O)[C:2]1=[O:3].[OH-:12].[K+].[C:14]([C:18]1[CH:23]=[CH:22][CH:21]=[CH:20][CH:19]=1)(=O)[CH2:15][CH3:16].